Dataset: Full USPTO retrosynthesis dataset with 1.9M reactions from patents (1976-2016). Task: Predict the reactants needed to synthesize the given product. The reactants are: C(OC([NH:11][C:12]([CH3:35])([CH3:34])[CH2:13][C:14]1[CH:19]=[CH:18][C:17]([C:20]2[CH:25]=[CH:24][C:23]([C:26]([O:28][CH3:29])=[O:27])=[C:22]([CH2:30][CH:31]([CH3:33])[CH3:32])[CH:21]=2)=[CH:16][CH:15]=1)=O)C1C=CC=CC=1.C([O-])=O.[NH4+]. Given the product [NH2:11][C:12]([CH3:34])([CH3:35])[CH2:13][C:14]1[CH:19]=[CH:18][C:17]([C:20]2[CH:25]=[CH:24][C:23]([C:26]([O:28][CH3:29])=[O:27])=[C:22]([CH2:30][CH:31]([CH3:32])[CH3:33])[CH:21]=2)=[CH:16][CH:15]=1, predict the reactants needed to synthesize it.